The task is: Predict which catalyst facilitates the given reaction.. This data is from Catalyst prediction with 721,799 reactions and 888 catalyst types from USPTO. Reactant: [N+:1]([C:4]1[CH:9]=[CH:8][C:7]([C:10]2[NH:11][C:12]3[CH:18]=[CH:17][CH:16]=[C:15]([CH3:19])[C:13]=3[N:14]=2)=[CH:6][CH:5]=1)([O-])=O.NC1C=CC=C(C)C=1N.[N+](C1C=CC(C(O)=O)=CC=1)([O-])=O. Product: [NH2:1][C:4]1[CH:5]=[CH:6][C:7]([C:10]2[NH:11][C:12]3[CH:18]=[CH:17][CH:16]=[C:15]([CH3:19])[C:13]=3[N:14]=2)=[CH:8][CH:9]=1. The catalyst class is: 265.